This data is from CYP2C9 inhibition data for predicting drug metabolism from PubChem BioAssay. The task is: Regression/Classification. Given a drug SMILES string, predict its absorption, distribution, metabolism, or excretion properties. Task type varies by dataset: regression for continuous measurements (e.g., permeability, clearance, half-life) or binary classification for categorical outcomes (e.g., BBB penetration, CYP inhibition). Dataset: cyp2c9_veith. (1) The molecule is NNCc1cccc(O)c1. The result is 0 (non-inhibitor). (2) The drug is N#Cc1cccc(-c2nc3cnc(N4CCNCC4)nc3n(C3CC3)c2=O)c1. The result is 1 (inhibitor). (3) The molecule is COCCCn1c(N)c(C(=O)Nc2sc3c(c2C(=O)OC)CCCC3)c2nc3ccccc3nc21. The result is 1 (inhibitor).